Predict the reaction yield, written as a fraction of the theoretical maximum amount of product (1.0 means a 100% yield; for example, 0.34 means a 34% yield). From a dataset of Reaction yield outcomes from USPTO patents with 853,638 reactions. (1) The reactants are [OH-].[Na+].CC1(C)C(C)(C)OB([C:11]2[CH:19]=[CH:18][CH:17]=[C:16]3[C:12]=2[CH:13]=[CH:14][NH:15]3)O1.Br[C:22]1[CH:23]=[N:24][CH:25]=[CH:26][CH:27]=1. The catalyst is [Pd].C1COCC1. The product is [N:24]1[CH:25]=[CH:26][CH:27]=[C:22]([C:11]2[CH:19]=[CH:18][CH:17]=[C:16]3[C:12]=2[CH:13]=[CH:14][NH:15]3)[CH:23]=1. The yield is 0.620. (2) The reactants are [CH3:1][C:2]1[CH:3]=[C:4]([OH:11])[CH:5]=[CH:6][C:7]=1[N+:8]([O-:10])=[O:9].Br[CH2:13][CH2:14][CH2:15][CH2:16][CH2:17][CH2:18][CH2:19][CH2:20][CH2:21][CH3:22].C(=O)([O-])[O-].[K+].[K+].O. The catalyst is CN(C)C=O. The product is [CH3:1][C:2]1[CH:3]=[C:4]([O:11][CH2:13][CH2:14][CH2:15][CH2:16][CH2:17][CH2:18][CH2:19][CH2:20][CH2:21][CH3:22])[CH:5]=[CH:6][C:7]=1[N+:8]([O-:10])=[O:9]. The yield is 1.00. (3) The reactants are [NH:1]1[CH2:7][CH2:6][CH2:5][CH2:4][C:3]2[CH:8]=[CH:9][CH:10]=[CH:11][C:2]1=2.[N+:12]([O-])([O-:14])=[O:13].[K+].N. The catalyst is OS(O)(=O)=O. The product is [N+:12]([C:10]1[CH:9]=[CH:8][C:3]2[CH2:4][CH2:5][CH2:6][CH2:7][NH:1][C:2]=2[CH:11]=1)([O-:14])=[O:13]. The yield is 0.510. (4) The reactants are Cl[C:2]1[N:9]=[C:8]([CH3:10])[CH:7]=[C:6]([O:11][CH2:12][C:13]2[CH:18]=[CH:17][C:16]([O:19][CH3:20])=[CH:15][CH:14]=2)[C:3]=1[C:4]#[N:5].[CH3:21][CH2:22][N:23](C(C)C)C(C)C.C(N)C. The catalyst is O. The product is [CH2:22]([NH:23][C:2]1[N:9]=[C:8]([CH3:10])[CH:7]=[C:6]([O:11][CH2:12][C:13]2[CH:18]=[CH:17][C:16]([O:19][CH3:20])=[CH:15][CH:14]=2)[C:3]=1[C:4]#[N:5])[CH3:21]. The yield is 0.194. (5) The reactants are [C:1]1([S:7]([N:10]2[C:14]3=[N:15][CH:16]=[C:17]([CH3:19])[CH:18]=[C:13]3[CH:12]=[C:11]2[C:20](=[O:27])[CH2:21][CH:22]2[CH2:26][CH2:25][CH2:24][CH2:23]2)(=[O:9])=[O:8])[CH:6]=[CH:5][CH:4]=[CH:3][CH:2]=1.C[Si]([N-][Si](C)(C)C)(C)C.[Li+].[C:38]1([CH3:58])[CH:43]=[CH:42][C:41]([S:44](O[S:44]([C:41]2[CH:42]=[CH:43][C:38]([CH3:58])=[CH:39][CH:40]=2)(=[O:46])=[O:45])(=[O:46])=[O:45])=[CH:40][CH:39]=1. The catalyst is O1CCCC1. The product is [C:1]1([S:7]([N:10]2[C:14]3=[N:15][CH:16]=[C:17]([CH3:19])[CH:18]=[C:13]3[CH:12]=[C:11]2[C:20]([O:27][S:44]([C:41]2[CH:42]=[CH:43][C:38]([CH3:58])=[CH:39][CH:40]=2)(=[O:46])=[O:45])=[CH:21][CH:22]2[CH2:26][CH2:25][CH2:24][CH2:23]2)(=[O:8])=[O:9])[CH:6]=[CH:5][CH:4]=[CH:3][CH:2]=1. The yield is 0.930. (6) The product is [C:1]([C:3]1[CH:17]=[C:16]([C:32]2[CH:31]=[CH:30][CH:29]=[C:28]([N:27]([CH3:37])[CH3:26])[CH:33]=2)[C:6]2[N:7]([C:10]3[CH:15]=[CH:14][CH:13]=[CH:12][CH:11]=3)[CH:8]=[N:9][C:5]=2[CH:4]=1)#[N:2]. The catalyst is C1C=CC([P]([Pd]([P](C2C=CC=CC=2)(C2C=CC=CC=2)C2C=CC=CC=2)([P](C2C=CC=CC=2)(C2C=CC=CC=2)C2C=CC=CC=2)[P](C2C=CC=CC=2)(C2C=CC=CC=2)C2C=CC=CC=2)(C2C=CC=CC=2)C2C=CC=CC=2)=CC=1.C(O)C. The yield is 0.380. The reactants are [C:1]([C:3]1[CH:17]=[C:16](I)[C:6]2[N:7]([C:10]3[CH:15]=[CH:14][CH:13]=[CH:12][CH:11]=3)[CH:8]=[N:9][C:5]=2[CH:4]=1)#[N:2].C1(C)C=CC=CC=1.[CH3:26][N:27]([CH3:37])[C:28]1[CH:29]=[C:30](B(O)O)[CH:31]=[CH:32][CH:33]=1.C(=O)([O-])[O-].[K+].[K+]. (7) The reactants are Cl[C:2]1[CH:7]=[C:6]([Cl:8])[N:5]=[CH:4][N:3]=1.[C:9]([O:13][C:14]([N:16]1[CH2:21][CH2:20][CH:19]([CH2:22][NH:23][CH3:24])[CH2:18][CH2:17]1)=[O:15])([CH3:12])([CH3:11])[CH3:10].C(N(C(C)C)CC)(C)C. The catalyst is C(O)(C)C. The product is [C:9]([O:13][C:14]([N:16]1[CH2:21][CH2:20][CH:19]([CH2:22][N:23]([C:2]2[CH:7]=[C:6]([Cl:8])[N:5]=[CH:4][N:3]=2)[CH3:24])[CH2:18][CH2:17]1)=[O:15])([CH3:12])([CH3:11])[CH3:10]. The yield is 0.540. (8) The reactants are [C:1]([O:5][C:6]([N:8]1[CH2:13][CH2:12][CH2:11][CH:10]([O:14][C:15]2[CH:20]=[C:19]([NH2:21])[CH:18]=[C:17]([F:22])[CH:16]=2)[CH2:9]1)=[O:7])([CH3:4])([CH3:3])[CH3:2].C(OC(N1CCC[C@H](O[C:37]2[CH:42]=[C:41]([N+:43]([O-])=O)[CH:40]=[C:39](F)[CH:38]=2)C1)=O)(C)(C)C. The catalyst is [OH-].[OH-].[Pd+2].CO. The product is [C:1]([O:5][C:6]([N:8]1[CH2:13][CH2:12][CH2:11][C@H:10]([O:14][C:15]2[CH:20]=[C:19]([NH2:21])[CH:18]=[C:17]([F:22])[CH:16]=2)[CH2:9]1)=[O:7])([CH3:4])([CH3:2])[CH3:3].[NH2:43][C:41]1[CH:42]=[CH:37][CH:38]=[CH:39][CH:40]=1. The yield is 1.00. (9) The reactants are [NH:1]1[CH:5]=[CH:4][CH:3]=[N:2]1.Br[CH2:7][CH2:8][CH2:9][OH:10].C(=O)([O-])[O-].[Cs+].[Cs+]. The catalyst is CN(C)C=O.O. The product is [N:1]1([CH2:7][CH2:8][CH2:9][OH:10])[CH:5]=[CH:4][CH:3]=[N:2]1. The yield is 0.486. (10) The reactants are [N:1]([O-])=O.[Na+].[F:5][C:6]1[CH:12]=[C:11]([I:13])[CH:10]=[CH:9][C:7]=1[NH2:8].Cl.[CH3:15][O:16][CH2:17][C:18](=[O:24])[CH2:19][C:20]([O:22][CH3:23])=[O:21].CC([O-])=O.[Na+]. The catalyst is O.CO. The product is [F:5][C:6]1[CH:12]=[C:11]([I:13])[CH:10]=[CH:9][C:7]=1[NH:8][N:1]=[C:19]([C:18](=[O:24])[CH2:17][O:16][CH3:15])[C:20]([O:22][CH3:23])=[O:21]. The yield is 0.800.